From a dataset of Reaction yield outcomes from USPTO patents with 853,638 reactions. Predict the reaction yield, written as a fraction of the theoretical maximum amount of product (1.0 means a 100% yield; for example, 0.34 means a 34% yield). (1) The reactants are [O:1]=[C:2]1[N:11]([CH:12]2[CH2:17][CH2:16][N:15]([C:18]([NH:20][C@H:21]([CH2:25][C:26]3[CH:27]=[C:28]4[C:32](=[CH:33][CH:34]=3)[N:31]([S:35]([CH2:38][CH2:39][Si:40]([CH3:43])([CH3:42])[CH3:41])(=[O:37])=[O:36])[N:30]=[CH:29]4)[C:22](O)=[O:23])=[O:19])[CH2:14][CH2:13]2)[CH2:10][C:9]2[C:4](=[CH:5][CH:6]=[CH:7][CH:8]=2)[NH:3]1.C(N(CC)C(C)C)(C)C.[N:53]1([CH:59]2[CH2:64][CH2:63][NH:62][CH2:61][CH2:60]2)[CH2:58][CH2:57][CH2:56][CH2:55][CH2:54]1.C1CN([P+](ON2N=NC3C=CC=CC2=3)(N2CCCC2)N2CCCC2)CC1.F[P-](F)(F)(F)(F)F. The catalyst is C(Cl)Cl. The product is [N:53]1([CH:59]2[CH2:64][CH2:63][N:62]([C:22](=[O:23])[C@H:21]([NH:20][C:18]([N:15]3[CH2:16][CH2:17][CH:12]([N:11]4[CH2:10][C:9]5[C:4](=[CH:5][CH:6]=[CH:7][CH:8]=5)[NH:3][C:2]4=[O:1])[CH2:13][CH2:14]3)=[O:19])[CH2:25][C:26]3[CH:27]=[C:28]4[C:32](=[CH:33][CH:34]=3)[N:31]([S:35]([CH2:38][CH2:39][Si:40]([CH3:43])([CH3:41])[CH3:42])(=[O:36])=[O:37])[N:30]=[CH:29]4)[CH2:61][CH2:60]2)[CH2:58][CH2:57][CH2:56][CH2:55][CH2:54]1. The yield is 0.870. (2) The reactants are [C:1]([O:5][C:6]([N:8]1[CH2:11][C:10](=O)[CH2:9]1)=[O:7])([CH3:4])([CH3:3])[CH3:2].Cl.[F:14][CH:15]1[CH2:18][NH:17][CH2:16]1.COC(OC)OC.C(O)(=O)C.C(O[BH-](OC(=O)C)OC(=O)C)(=O)C.[Na+]. The catalyst is ClCCCl. The product is [C:1]([O:5][C:6]([N:8]1[CH2:11][CH:10]([N:17]2[CH2:18][CH:15]([F:14])[CH2:16]2)[CH2:9]1)=[O:7])([CH3:4])([CH3:3])[CH3:2]. The yield is 0.590. (3) The reactants are [CH:1]([C:3]1[CH:4]=[CH:5][C:6]([N:10]2[CH2:16][CH2:15][CH2:14][N:13]([C:17]([O:19][C:20]([CH3:23])([CH3:22])[CH3:21])=[O:18])[CH2:12][CH2:11]2)=[N:7][C:8]=1[OH:9])=O.N1CCCCC1.C(O)(=O)C.[C:34](OCC)(=[O:39])[CH2:35][C:36]([CH3:38])=[O:37]. The catalyst is CCO. The product is [C:36]([C:35]1[C:34](=[O:39])[O:9][C:8]2=[N:7][C:6]([N:10]3[CH2:16][CH2:15][CH2:14][N:13]([C:17]([O:19][C:20]([CH3:23])([CH3:22])[CH3:21])=[O:18])[CH2:12][CH2:11]3)=[CH:5][CH:4]=[C:3]2[CH:1]=1)(=[O:37])[CH3:38]. The yield is 0.620. (4) The reactants are [CH:1]1([C:4]2[S:8][CH:7]=[N:6][C:5]=2[CH2:9]O)[CH2:3][CH2:2]1.S(Cl)([Cl:13])=O. The catalyst is ClCCl. The product is [Cl:13][CH2:9][C:5]1[N:6]=[CH:7][S:8][C:4]=1[CH:1]1[CH2:3][CH2:2]1. The yield is 0.990. (5) The reactants are [Cl:1][C:2]1[CH:7]=[CH:6][C:5]([O:8][C:9]2[CH:14]=[CH:13][C:12](/[CH:15]=[CH:16]/[N+:17]([O-:19])=[O:18])=[CH:11][CH:10]=2)=[CH:4][C:3]=1[C:20]([F:23])([F:22])[F:21].[BH4-].[Na+]. The catalyst is CC(O)C.C(Cl)(Cl)Cl. The product is [Cl:1][C:2]1[CH:7]=[CH:6][C:5]([O:8][C:9]2[CH:14]=[CH:13][C:12]([CH2:15][CH2:16][N+:17]([O-:19])=[O:18])=[CH:11][CH:10]=2)=[CH:4][C:3]=1[C:20]([F:21])([F:22])[F:23]. The yield is 0.500. (6) The yield is 0.840. The product is [Cl:1][C:2]1[CH:3]=[CH:4][C:5]2[N:6]=[CH:7][N:8]=[C:9]([NH:23][CH:19]3[CH2:22][CH2:21][CH2:20]3)[C:10]=2[N:11]=1. The catalyst is O1CCOCC1. The reactants are [Cl:1][C:2]1[CH:3]=[CH:4][C:5]2[N:6]=[CH:7][N:8]=[C:9](OC3CCOCC3)[C:10]=2[N:11]=1.[CH:19]1([NH2:23])[CH2:22][CH2:21][CH2:20]1.CC(C)([O-])C.[Na+]. (7) The reactants are [Cl:1][C:2]1[CH:10]=[CH:9][C:8]([N:11]2[CH:15]=[CH:14]C=[N:12]2)=[CH:7][C:3]=1[C:4]([NH2:6])=[O:5].[NH:16]1C=CN=N1.ClC1C=CC(F)=CC=1C(N)=O. No catalyst specified. The product is [Cl:1][C:2]1[CH:10]=[CH:9][C:8]([N:11]2[CH:15]=[CH:14][N:16]=[N:12]2)=[CH:7][C:3]=1[C:4]([NH2:6])=[O:5]. The yield is 0.0300. (8) The yield is 0.560. The product is [C:19]([O:1][CH2:2][C:3]1[CH:4]=[C:5]2[C:10](=[CH:11][CH:12]=1)[CH:9]=[C:8]([OH:13])[CH:7]=[CH:6]2)(=[O:23])[C:20]([CH3:22])=[CH2:21]. The reactants are [OH:1][CH2:2][C:3]1[CH:4]=[C:5]2[C:10](=[CH:11][CH:12]=1)[CH:9]=[C:8]([OH:13])[CH:7]=[CH:6]2.C([Li])CCC.[C:19](Cl)(=[O:23])[C:20]([CH3:22])=[CH2:21].[Cl-].[NH4+]. The catalyst is C1COCC1. (9) The reactants are [Cl:1][C:2]1[C:10]2[N:9]=[C:8]3[N:11]([C:15]4[CH:20]=[CH:19][C:18]([Cl:21])=[CH:17][C:16]=4[Cl:22])[CH2:12][CH2:13][CH2:14][N:7]3[C:6]=2[C:5]([CH:23]([OH:26])[CH2:24][CH3:25])=[CH:4][CH:3]=1.[C:27](=O)([O-])[O-].[K+].[K+].CI. The catalyst is CN(C)C=O.[Cl-].[NH4+]. The product is [Cl:1][C:2]1[C:10]2[N:9]=[C:8]3[N:11]([C:15]4[CH:20]=[CH:19][C:18]([Cl:21])=[CH:17][C:16]=4[Cl:22])[CH2:12][CH2:13][CH2:14][N:7]3[C:6]=2[C:5]([CH:23]([O:26][CH3:27])[CH2:24][CH3:25])=[CH:4][CH:3]=1. The yield is 0.760.